Dataset: Peptide-MHC class II binding affinity with 134,281 pairs from IEDB. Task: Regression. Given a peptide amino acid sequence and an MHC pseudo amino acid sequence, predict their binding affinity value. This is MHC class II binding data. (1) The peptide sequence is GFIGLCKTLGSRCVR. The MHC is DRB1_0401 with pseudo-sequence DRB1_0401. The binding affinity (normalized) is 0.557. (2) The MHC is DRB1_0401 with pseudo-sequence DRB1_0401. The peptide sequence is RTATNIWIDHNSFSN. The binding affinity (normalized) is 0.512. (3) The peptide sequence is KLIADSIDFNQVAQV. The MHC is DRB3_0101 with pseudo-sequence DRB3_0101. The binding affinity (normalized) is 0.511.